This data is from Reaction yield outcomes from USPTO patents with 853,638 reactions. The task is: Predict the reaction yield, written as a fraction of the theoretical maximum amount of product (1.0 means a 100% yield; for example, 0.34 means a 34% yield). (1) The reactants are [NH2:1][C:2]1[C:7]([NH2:8])=[C:6]([NH:9][C@@H:10]2[C@@H:15]3[CH2:16][C@@H:12]([CH:13]=[CH:14]3)[C@@H:11]2[C:17]([NH2:19])=[O:18])[C:5]([Br:20])=[CH:4][N:3]=1.[CH3:21][N:22]([CH3:31])[C:23]1[CH:24]=[C:25]([CH:28]=[CH:29][CH:30]=1)[CH:26]=O. No catalyst specified. The product is [Br:20][C:5]1[C:6]([NH:9][C@@H:10]2[C@@H:15]3[CH2:16][C@@H:12]([CH:13]=[CH:14]3)[C@@H:11]2[C:17]([NH2:19])=[O:18])=[C:7]2[N:8]=[C:26]([C:25]3[CH:28]=[CH:29][CH:30]=[C:23]([N:22]([CH3:31])[CH3:21])[CH:24]=3)[NH:1][C:2]2=[N:3][CH:4]=1. The yield is 0.580. (2) The reactants are [CH:1]1[C:6]2[C:7](=[O:16])[NH:8][C:9]3[CH:15]=[CH:14][CH:13]=[CH:12][C:10]=3[S:11][C:5]=2[CH:4]=[CH:3][CH:2]=1.[H-].[Na+].Br[CH2:20][CH2:21][CH2:22][CH2:23][CH2:24][CH2:25][C:26]([O:28][CH2:29][CH3:30])=[O:27]. The catalyst is CN(C=O)C. The product is [O:16]=[C:7]1[C:6]2[CH:1]=[CH:2][CH:3]=[CH:4][C:5]=2[S:11][C:10]2[CH:12]=[CH:13][CH:14]=[CH:15][C:9]=2[N:8]1[CH2:20][CH2:21][CH2:22][CH2:23][CH2:24][CH2:25][C:26]([O:28][CH2:29][CH3:30])=[O:27]. The yield is 0.690. (3) The reactants are [CH:1]([C:3]1[S:36][C:6]2[N:7]([CH2:21][C:22]3[CH:27]=[CH:26][C:25]([C:28]4[C:29]([C:34]#[N:35])=[CH:30][CH:31]=[CH:32][CH:33]=4)=[CH:24][CH:23]=3)[C:8](=[O:20])[N:9]([CH2:12][CH2:13][C:14]3[CH:19]=[CH:18][CH:17]=[CH:16][CH:15]=3)[C:10](=[O:11])[C:5]=2[CH:4]=1)=[O:2].O1CCCC1.[BH4-].[Na+]. The catalyst is CO. The product is [OH:2][CH2:1][C:3]1[S:36][C:6]2[N:7]([CH2:21][C:22]3[CH:23]=[CH:24][C:25]([C:28]4[C:29]([C:34]#[N:35])=[CH:30][CH:31]=[CH:32][CH:33]=4)=[CH:26][CH:27]=3)[C:8](=[O:20])[N:9]([CH2:12][CH2:13][C:14]3[CH:15]=[CH:16][CH:17]=[CH:18][CH:19]=3)[C:10](=[O:11])[C:5]=2[CH:4]=1. The yield is 0.890. (4) The reactants are [Cl:1][C:2]1[CH:12]=[CH:11][C:5]([CH2:6][NH:7][C:8](=[O:10])[CH3:9])=[CH:4][C:3]=1[CH:13]=O.[CH:15]1([NH2:18])[CH2:17][CH2:16]1.[BH4-].[Na+]. The catalyst is CO. The product is [Cl:1][C:2]1[CH:12]=[CH:11][C:5]([CH2:6][NH:7][C:8](=[O:10])[CH3:9])=[CH:4][C:3]=1[CH2:13][NH:18][CH:15]1[CH2:17][CH2:16]1. The yield is 0.810. (5) The reactants are [F:1][C:2]1[C:3]([F:12])=[CH:4][C:5]2[S:9][C:8]([NH2:10])=[N:7][C:6]=2[CH:11]=1.[Br:13][C:14]1[CH:22]=[CH:21][C:17]([C:18](Cl)=[O:19])=[CH:16][CH:15]=1.Br[CH:24]([CH2:29][CH3:30])[C:25]([O:27]C)=[O:26].COC1C=CC2N=C(N)SC=2C=1.ClC1C=C(C=CC=1)C(Cl)=O.BrCC(OCC)=O. No catalyst specified. The product is [Br:13][C:14]1[CH:22]=[CH:21][C:17]([C:18]([N:10]=[C:8]2[N:7]([CH:24]([CH2:29][CH3:30])[C:25]([OH:27])=[O:26])[C:6]3[CH:11]=[C:2]([F:1])[C:3]([F:12])=[CH:4][C:5]=3[S:9]2)=[O:19])=[CH:16][CH:15]=1. The yield is 0.240. (6) The reactants are [CH3:1][N:2]1[CH2:7][CH2:6][N:5]([C:8]2[CH:13]=[CH:12][C:11]([N+:14]([O-])=O)=[C:10]([C:17]3[S:18][CH:19]=[CH:20][C:21]=3[CH3:22])[CH:9]=2)[CH2:4][CH2:3]1. The catalyst is CO.[Pd]. The product is [CH3:1][N:2]1[CH2:3][CH2:4][N:5]([C:8]2[CH:13]=[CH:12][C:11]([NH2:14])=[C:10]([C:17]3[S:18][CH:19]=[CH:20][C:21]=3[CH3:22])[CH:9]=2)[CH2:6][CH2:7]1. The yield is 0.720. (7) The yield is 0.250. The reactants are [Cl:1][C:2]1[CH:6]=[CH:5][S:4][C:3]=1[C:7]1[O:11][N:10]=[C:9]([C:12]2[CH:17]=[CH:16][C:15]([N+:18]([O-])=O)=[CH:14][CH:13]=2)[N:8]=1. The product is [NH2:18][C:15]1[CH:16]=[CH:17][C:12]([C:9]2[N:8]=[C:7]([C:3]3[S:4][CH:5]=[CH:6][C:2]=3[Cl:1])[O:11][N:10]=2)=[CH:13][CH:14]=1. The catalyst is C(O)C.[Pd].